This data is from Forward reaction prediction with 1.9M reactions from USPTO patents (1976-2016). The task is: Predict the product of the given reaction. (1) Given the reactants CO[C:3]([C:5]1[C:6]([OH:31])=[C:7]2[C:12](=[CH:13][N:14]=1)[N:11](CC1C=CC=CC=1)[C:10](=[O:22])[C:9]([C:23]1[CH:28]=[CH:27][CH:26]=[C:25]([O:29][CH3:30])[CH:24]=1)=[CH:8]2)=[O:4].[OH-].[Na+].[CH:34]1[CH:35]=[CH:36][C:37]2N(O)N=N[C:38]=2[CH:39]=1.[CH2:44](Cl)CCl.Cl.[CH2:49]([O:51][C:52](=[O:57])[CH2:53][CH2:54][CH2:55][NH2:56])[CH3:50].CCN(C(C)C)C(C)C, predict the reaction product. The product is: [CH2:49]([O:51][C:52](=[O:57])[CH2:53][CH2:54][CH2:55][NH:56][C:3]([C:5]1[N:14]([CH2:44][C:38]2[CH:37]=[CH:36][CH:35]=[CH:34][CH:39]=2)[CH:13]=[C:12]2[C:7](=[CH:8][CH:9]([C:23]3[CH:28]=[CH:27][CH:26]=[C:25]([O:29][CH3:30])[CH:24]=3)[C:10](=[O:22])[NH:11]2)[C:6]=1[OH:31])=[O:4])[CH3:50]. (2) Given the reactants [Cl:1][C:2]1[N:6]2[CH:7]=[C:8]([C:15]3[CH:19]=[CH:18][O:17][CH:16]=3)[CH:9]=[C:10]([C:11]([F:14])([F:13])[F:12])[C:5]2=[N:4][C:3]=1[C:20]([N:22]1[CH2:25][CH:24]([NH:26][S:27]([CH3:30])(=[O:29])=[O:28])[CH2:23]1)=[O:21].CI.[C:33](=O)([O-])[O-].[Cs+].[Cs+], predict the reaction product. The product is: [Cl:1][C:2]1[N:6]2[CH:7]=[C:8]([C:15]3[CH:19]=[CH:18][O:17][CH:16]=3)[CH:9]=[C:10]([C:11]([F:14])([F:13])[F:12])[C:5]2=[N:4][C:3]=1[C:20]([N:22]1[CH2:25][CH:24]([N:26]([CH3:33])[S:27]([CH3:30])(=[O:28])=[O:29])[CH2:23]1)=[O:21]. (3) Given the reactants [Br:1][C:2]1[CH:3]=[CH:4][C:5]([CH2:8][N:9]2[CH2:14][CH2:13][NH:12][CH2:11][CH2:10]2)=[N:6][CH:7]=1.[C:15]1(=O)[CH2:18][CH2:17][CH2:16]1.C(O)(=O)C.[BH3-]C#N.[Na+].[OH-].[Na+], predict the reaction product. The product is: [Br:1][C:2]1[CH:3]=[CH:4][C:5]([CH2:8][N:9]2[CH2:14][CH2:13][N:12]([CH:15]3[CH2:18][CH2:17][CH2:16]3)[CH2:11][CH2:10]2)=[N:6][CH:7]=1.